From a dataset of Peptide-MHC class I binding affinity with 185,985 pairs from IEDB/IMGT. Regression. Given a peptide amino acid sequence and an MHC pseudo amino acid sequence, predict their binding affinity value. This is MHC class I binding data. (1) The peptide sequence is IGFILYKV. The MHC is H-2-Db with pseudo-sequence H-2-Db. The binding affinity (normalized) is 0.00610. (2) The peptide sequence is HMNKLPLAK. The MHC is HLA-A31:01 with pseudo-sequence HLA-A31:01. The binding affinity (normalized) is 0.500.